Predict the reactants needed to synthesize the given product. From a dataset of Full USPTO retrosynthesis dataset with 1.9M reactions from patents (1976-2016). (1) Given the product [CH3:1][N:2]1[C:6]([C:7]([F:8])([F:9])[F:10])=[CH:5][C:4]([C:29]#[C:28][C:22]2[CH:27]=[CH:26][CH:25]=[CH:24][CH:23]=2)=[N:3]1, predict the reactants needed to synthesize it. The reactants are: [CH3:1][N:2]1[C:6]([C:7]([F:10])([F:9])[F:8])=[CH:5][C:4](OS(C2C=CC(C)=CC=2)(=O)=O)=[N:3]1.[C:22]1([C:28]#[CH:29])[CH:27]=[CH:26][CH:25]=[CH:24][CH:23]=1. (2) Given the product [Cl:1][C:2]1[CH:7]=[CH:6][CH:5]=[CH:4][C:3]=1[CH2:8][C:9]([Cl:15])=[O:11], predict the reactants needed to synthesize it. The reactants are: [Cl:1][C:2]1[CH:7]=[CH:6][CH:5]=[CH:4][C:3]=1[CH2:8][C:9]([OH:11])=O.C(Cl)(=O)C([Cl:15])=O. (3) The reactants are: [NH2:1][C@H:2]([C:4]1[N:5]([C:15]2[CH:20]=[CH:19][CH:18]=[CH:17][CH:16]=2)[C:6]2[CH:12]=[C:11]([C:13]#[N:14])[CH:10]=[CH:9][C:7]=2[N:8]=1)[CH3:3].Cl[C:22]1[N:30]=[CH:29][N:28]=[C:27]2[C:23]=1[N:24]=[CH:25][NH:26]2.CCN(C(C)C)C(C)C. Given the product [N:30]1[C:22]([NH:1][C@H:2]([C:4]2[N:5]([C:15]3[CH:20]=[CH:19][CH:18]=[CH:17][CH:16]=3)[C:6]3[CH:12]=[C:11]([C:13]#[N:14])[CH:10]=[CH:9][C:7]=3[N:8]=2)[CH3:3])=[C:23]2[C:27]([NH:26][CH:25]=[N:24]2)=[N:28][CH:29]=1, predict the reactants needed to synthesize it. (4) Given the product [O:39]=[S:30]1(=[O:38])[C:31]2[CH:37]=[CH:36][CH:35]=[CH:34][C:32]=2[CH2:33][N:27]([C:18]2[CH:17]=[C:16]([NH:15][CH2:14][C:9]([CH3:10])([NH2:8])[CH3:13])[C:25]3[C:20](=[CH:21][CH:22]=[CH:23][CH:24]=3)[N:19]=2)[CH2:28][CH2:29]1, predict the reactants needed to synthesize it. The reactants are: C([N:8](CC1C=CC=CC=1)[C:9]1([CH2:14][NH:15][C:16]2[C:25]3[C:20](=[CH:21][CH:22]=[C:23](C)[CH:24]=3)[N:19]=[C:18]([N:27]3[CH2:33][C:32]4[CH:34]=[CH:35][CH:36]=[CH:37][C:31]=4[S:30](=[O:39])(=[O:38])[CH2:29][CH2:28]3)[CH:17]=2)[CH2:13]CO[CH2:10]1)C1C=CC=CC=1.CC(N)(C)CN. (5) Given the product [C:1]([C:3]1[CH:4]=[C:5]([NH:9][C:10]2[C:19]3[C:14](=[CH:15][C:16]([O:21][CH2:22][CH2:23][O:24][CH3:25])=[C:17]([NH:20][C:44](=[O:45])/[CH:43]=[CH:42]/[CH2:41][N:39]4[CH2:40][C@H:36]5[O:35][CH2:34][CH2:33][O:32][C@H:37]5[CH2:38]4)[CH:18]=3)[N:13]=[CH:12][N:11]=2)[CH:6]=[CH:7][CH:8]=1)#[CH:2], predict the reactants needed to synthesize it. The reactants are: [C:1]([C:3]1[CH:4]=[C:5]([NH:9][C:10]2[C:19]3[C:14](=[CH:15][C:16]([O:21][CH2:22][CH2:23][O:24][CH3:25])=[C:17]([NH2:20])[CH:18]=3)[N:13]=[CH:12][N:11]=2)[CH:6]=[CH:7][CH:8]=1)#[CH:2].C(=O)([O-])[O-].[Na+].[Na+].[O:32]1[C@H:37]2[CH2:38][N:39]([CH2:41]/[CH:42]=[CH:43]/[C:44](Cl)=[O:45])[CH2:40][C@H:36]2[O:35][CH2:34][CH2:33]1.O. (6) Given the product [NH2:34][CH2:43][CH2:44][CH2:45][N:46]1[CH2:51][CH2:50][CH:49]([C:52]2[CH:53]=[C:54]([NH:58][C:59](=[O:63])[CH3:60])[CH:55]=[CH:56][CH:57]=2)[CH2:48][CH2:47]1, predict the reactants needed to synthesize it. The reactants are: O=C1C2C(=CC=CC=2)C(=O)N1CCN1CCC(C2C=C(NC(=O)C(C)C)C=CC=2)CC1.O=C1C2C(=CC=CC=2)C(=O)[N:34]1[CH2:43][CH2:44][CH2:45][N:46]1[CH2:51][CH2:50][CH:49]([C:52]2[CH:53]=[C:54]([NH:58][C:59](=[O:63])[CH:60](C)C)[CH:55]=[CH:56][CH:57]=2)[CH2:48][CH2:47]1.O=C1C2C(=CC=CC=2)C(=O)N1CCCCN1CCC(C2C=C(NC(=O)C(C)C)C=CC=2)CC1.O=C1C2C(=CC=CC=2)C(=O)N1CCCCCN1CCC(C2C=C(NC(=O)C(C)C)C=CC=2)CC1.O=C1C2C(=CC=CC=2)C(=O)N1CCCCCCN1CCC(C2C=C(NC(=O)C(C)C)C=CC=2)CC1. (7) Given the product [Cl:16][C:10]1[C:11]2[C:6](=[CH:5][CH:4]=[C:3]([O:2][CH3:1])[CH:12]=2)[CH:7]=[N:8][N:9]=1, predict the reactants needed to synthesize it. The reactants are: [CH3:1][O:2][C:3]1[CH:12]=[C:11]2[C:6]([CH:7]=[N:8][NH:9][C:10]2=O)=[CH:5][CH:4]=1.O=P(Cl)(Cl)[Cl:16]. (8) The reactants are: [Br:1][C:2]1[CH:6]=[N:5][N:4]([CH3:7])[C:3]=1[C:8]1[CH:9]=[C:10]([NH2:22])[CH:11]=[CH:12][C:13]=1[O:14][CH2:15][CH2:16][N:17]1[CH2:21][CH2:20][CH2:19][CH2:18]1.[F:23][C:24]1[CH:29]=[C:28]([F:30])[CH:27]=[CH:26][C:25]=1[N:31]=[C:32]=[O:33]. Given the product [Br:1][C:2]1[CH:6]=[N:5][N:4]([CH3:7])[C:3]=1[C:8]1[CH:9]=[C:10]([NH:22][C:32]([NH:31][C:25]2[CH:26]=[CH:27][C:28]([F:30])=[CH:29][C:24]=2[F:23])=[O:33])[CH:11]=[CH:12][C:13]=1[O:14][CH2:15][CH2:16][N:17]1[CH2:18][CH2:19][CH2:20][CH2:21]1, predict the reactants needed to synthesize it. (9) Given the product [CH:15]1[C:16]2[C:21](=[CH:20][CH:19]=[CH:18][CH:17]=2)[CH:22]=[CH:23][C:14]=1[C:12]([NH:11][CH2:10][CH2:9][NH:8][C:6]([C:5]1[CH:24]=[CH:25][C:2]([O:1][C@@H:27]2[CH2:32][CH2:31][C@H:30]([CH2:33][C:34]([OH:36])=[O:35])[CH2:29][CH2:28]2)=[CH:3][CH:4]=1)=[O:7])=[O:13], predict the reactants needed to synthesize it. The reactants are: [OH:1][C:2]1[CH:25]=[CH:24][C:5]([C:6]([NH:8][CH2:9][CH2:10][NH:11][C:12]([C:14]2[CH:23]=[CH:22][C:21]3[C:16](=[CH:17][CH:18]=[CH:19][CH:20]=3)[CH:15]=2)=[O:13])=[O:7])=[CH:4][CH:3]=1.O[C@H:27]1[CH2:32][CH2:31][C@H:30]([CH2:33][C:34]([O:36]C)=[O:35])[CH2:29][CH2:28]1.C1(P(C2C=CC=CC=2)C2C=CC=CC=2)C=CC=CC=1.N(C(OCC)=O)=NC(OCC)=O.C(=O)([O-])O.[Na+].